Dataset: Reaction yield outcomes from USPTO patents with 853,638 reactions. Task: Predict the reaction yield, written as a fraction of the theoretical maximum amount of product (1.0 means a 100% yield; for example, 0.34 means a 34% yield). The reactants are [NH2:1][C:2]1[CH:7]=[CH:6][C:5]([O:8][CH2:9][CH3:10])=[CH:4][C:3]=1[NH:11][CH2:12][CH:13]([CH3:15])[CH3:14].C([O-])([O-])=O.[K+].[K+].[Cl:22][C:23]1[CH:33]=[CH:32][C:26]([O:27][CH2:28][C:29](Cl)=[O:30])=[CH:25][CH:24]=1.C([O-])(O)=O.[Na+]. The catalyst is CC#N.CCOC(C)=O. The product is [Cl:22][C:23]1[CH:33]=[CH:32][C:26]([O:27][CH2:28][C:29]([NH:1][C:2]2[CH:7]=[CH:6][C:5]([O:8][CH2:9][CH3:10])=[CH:4][C:3]=2[NH:11][CH2:12][CH:13]([CH3:14])[CH3:15])=[O:30])=[CH:25][CH:24]=1. The yield is 0.930.